From a dataset of Full USPTO retrosynthesis dataset with 1.9M reactions from patents (1976-2016). Predict the reactants needed to synthesize the given product. (1) Given the product [F:1][C:2]([F:19])([F:18])[C:3]1[CH:4]=[C:5]([CH:11]=[C:12]([C:14]([F:17])([F:16])[F:15])[CH:13]=1)[CH:6]=[CH:7][C:8]([Cl:23])=[O:9], predict the reactants needed to synthesize it. The reactants are: [F:1][C:2]([F:19])([F:18])[C:3]1[CH:4]=[C:5]([CH:11]=[C:12]([C:14]([F:17])([F:16])[F:15])[CH:13]=1)[CH:6]=[CH:7][C:8](O)=[O:9].C(Cl)(=O)C([Cl:23])=O. (2) Given the product [NH2:1][C:2]1[C:3]([C:34]2[CH:35]=[C:36]([NH:37][S:38]([C:41]3[CH:42]=[CH:43][C:44]([O:47][CH3:48])=[CH:45][CH:46]=3)(=[O:40])=[O:39])[C:31]([CH2:29][CH3:30])=[N:32][CH:33]=2)=[C:4]([NH:8][C@H:9]([C:11]2[N:16]([C:17]3[CH:22]=[CH:21][CH:20]=[CH:19][CH:18]=3)[C:15](=[O:23])[C:14]3=[C:24]([CH3:27])[CH:25]=[CH:26][N:13]3[N:12]=2)[CH3:10])[N:5]=[CH:6][N:7]=1, predict the reactants needed to synthesize it. The reactants are: [NH2:1][C:2]1[N:7]=[CH:6][N:5]=[C:4]([NH:8][C@H:9]([C:11]2[N:16]([C:17]3[CH:22]=[CH:21][CH:20]=[CH:19][CH:18]=3)[C:15](=[O:23])[C:14]3=[C:24]([CH3:27])[CH:25]=[CH:26][N:13]3[N:12]=2)[CH3:10])[C:3]=1Br.[CH2:29]([C:31]1[C:36]([NH:37][S:38]([C:41]2[CH:46]=[CH:45][C:44]([O:47][CH3:48])=[CH:43][CH:42]=2)(=[O:40])=[O:39])=[CH:35][C:34](B2OC(C)(C)C(C)(C)O2)=[CH:33][N:32]=1)[CH3:30].C(=O)([O-])[O-].[Cs+].[Cs+]. (3) Given the product [O:13]1[CH:17]=[CH:16][CH:15]=[C:14]1[CH2:18][S:19]([CH2:22][C:23]1[S:24][CH:25]=[C:26]([C:28]([NH:30][N:31]=[C:5]2[C:4]3[C:8](=[CH:9][CH:10]=[C:2]([I:1])[CH:3]=3)[NH:7][C:6]2=[O:11])=[O:29])[N:27]=1)(=[O:20])=[O:21], predict the reactants needed to synthesize it. The reactants are: [I:1][C:2]1[CH:3]=[C:4]2[C:8](=[CH:9][CH:10]=1)[NH:7][C:6](=[O:11])[C:5]2=O.[O:13]1[CH:17]=[CH:16][CH:15]=[C:14]1[CH2:18][S:19]([CH2:22][C:23]1[S:24][CH:25]=[C:26]([C:28]([NH:30][NH2:31])=[O:29])[N:27]=1)(=[O:21])=[O:20]. (4) Given the product [Cl:25][C:26]1[CH:32]=[C:31]([O:33][C:34]2[C:35]3[N:42]([CH3:43])[CH:41]=[CH:40][C:36]=3[N:37]=[CH:38][N:39]=2)[CH:30]=[CH:29][C:27]=1[NH:28][C:16]([NH:1][C:2]1[CH:7]=[CH:6][N:5]=[C:4]([Cl:8])[CH:3]=1)=[O:17], predict the reactants needed to synthesize it. The reactants are: [NH2:1][C:2]1[CH:7]=[CH:6][N:5]=[C:4]([Cl:8])[CH:3]=1.N1C=CC=CC=1.Cl[C:16](OC1C=CC=CC=1)=[O:17].[Cl:25][C:26]1[CH:32]=[C:31]([O:33][C:34]2[C:35]3[N:42]([CH3:43])[CH:41]=[CH:40][C:36]=3[N:37]=[CH:38][N:39]=2)[CH:30]=[CH:29][C:27]=1[NH2:28]. (5) Given the product [OH:5][C:6]1[CH:11]=[CH:10][C:9]([NH:12][CH2:19][C:20]2[C:21]([F:33])=[C:22]([F:32])[C:23]([C:28]([F:31])([F:30])[F:29])=[C:24]([F:27])[C:25]=2[F:26])=[CH:8][C:7]=1[C:34]([NH2:35])=[O:36], predict the reactants needed to synthesize it. The reactants are: FC(F)(F)C([O:5][C:6]1[CH:11]=[CH:10][C:9]([N:12]([CH2:19][C:20]2[C:25]([F:26])=[C:24]([F:27])[C:23]([C:28]([F:31])([F:30])[F:29])=[C:22]([F:32])[C:21]=2[F:33])C(=O)C(F)(F)F)=[CH:8][C:7]=1[C:34](=[O:36])[NH2:35])=O. (6) Given the product [Br:20][C:3]1[C:2]([F:1])=[CH:11][CH:10]2[CH:5]([CH2:6][CH2:7][C:8](=[O:12])[NH:9]2)[CH:4]=1, predict the reactants needed to synthesize it. The reactants are: [F:1][C:2]1[CH:3]=[CH:4][CH:5]2[CH:10]([CH:11]=1)[NH:9][C:8](=[O:12])[CH2:7][CH2:6]2.C1C(=O)N([Br:20])C(=O)C1. (7) Given the product [OH:12][C:11]1[CH:10]=[CH:9][C:8]2[N:7]([S:13]([C:16]3[CH:21]=[CH:20][CH:19]=[CH:18][CH:17]=3)(=[O:15])=[O:14])[CH:6]=[CH:5][C:4]=2[C:3]=1[CH:2]=[O:1], predict the reactants needed to synthesize it. The reactants are: [OH:1][CH2:2][C:3]1[C:11]([OH:12])=[CH:10][CH:9]=[C:8]2[C:4]=1[CH:5]=[CH:6][N:7]2[S:13]([C:16]1[CH:21]=[CH:20][CH:19]=[CH:18][CH:17]=1)(=[O:15])=[O:14]. (8) Given the product [N:39]1([CH:36]2[CH2:37][CH2:38][N:33]([C:3](=[O:28])[CH:4]([N:13]([C:21]([O:23][C:24]([CH3:25])([CH3:27])[CH3:26])=[O:22])[C:14]([O:16][C:17]([CH3:19])([CH3:20])[CH3:18])=[O:15])[CH2:5][N:6]3[CH2:7][CH2:8][CH:9]([OH:12])[CH2:10][CH2:11]3)[CH2:34][CH2:35]2)[CH2:44][CH2:43][CH2:42][CH2:41][CH2:40]1, predict the reactants needed to synthesize it. The reactants are: CO[C:3](=[O:28])[CH:4]([N:13]([C:21]([O:23][C:24]([CH3:27])([CH3:26])[CH3:25])=[O:22])[C:14]([O:16][C:17]([CH3:20])([CH3:19])[CH3:18])=[O:15])[CH2:5][N:6]1[CH2:11][CH2:10][CH:9]([OH:12])[CH2:8][CH2:7]1.O.[OH-].[Li+].Cl.[NH:33]1[CH2:38][CH2:37][CH:36]([N:39]2[CH2:44][CH2:43][CH2:42][CH2:41][CH2:40]2)[CH2:35][CH2:34]1.[PH2](Cl)=O. (9) The reactants are: [O:1]1[C:6]2[CH:7]=[CH:8][CH:9]=[CH:10][C:5]=2[NH:4][CH2:3][CH2:2]1.[Cl:11][C:12]1[CH:13]=[C:14]([CH:18]=[C:19]([Cl:21])[N:20]=1)[C:15](O)=[O:16].CCN=C=NCCCN(C)C.Cl. Given the product [Cl:11][C:12]1[CH:13]=[C:14]([C:15]([N:4]2[C:5]3[CH:10]=[CH:9][CH:8]=[CH:7][C:6]=3[O:1][CH2:2][CH2:3]2)=[O:16])[CH:18]=[C:19]([Cl:21])[N:20]=1, predict the reactants needed to synthesize it. (10) Given the product [Cl:20][C:10]1[C:9]([N:6]([CH2:7][CH3:8])[C:4](=[O:5])[CH2:3][CH2:2][I:21])=[CH:13][N:12]([C:14]2[CH:15]=[N:16][CH:17]=[CH:18][CH:19]=2)[N:11]=1, predict the reactants needed to synthesize it. The reactants are: Cl[CH2:2][CH2:3][C:4]([N:6]([C:9]1[C:10]([Cl:20])=[N:11][N:12]([C:14]2[CH:15]=[N:16][CH:17]=[CH:18][CH:19]=2)[CH:13]=1)[CH2:7][CH3:8])=[O:5].[I-:21].[Na+].